Predict the reactants needed to synthesize the given product. From a dataset of Full USPTO retrosynthesis dataset with 1.9M reactions from patents (1976-2016). (1) Given the product [CH2:1]([O:4][C:5]1[C:6]2[N:7]=[CH:8][N:9]([C:32]=2[N:33]=[C:34]([N:36]=[N+:41]=[N-:42])[N:35]=1)[C@@H:10]1[O:31][C@H:21]([CH2:22][O:23][Si:24]([C:27]([CH3:28])([CH3:29])[CH3:30])([CH3:26])[CH3:25])[C@@H:12]([O:13][Si:14]([C:17]([CH3:20])([CH3:19])[CH3:18])([CH3:15])[CH3:16])[CH2:11]1)[CH:2]=[CH2:3], predict the reactants needed to synthesize it. The reactants are: [CH2:1]([O:4][C:5]1[C:6]2[N:7]=[CH:8][N:9]([C:32]=2[N:33]=[C:34]([NH2:36])[N:35]=1)[C@@H:10]1[O:31][C@H:21]([CH2:22][O:23][Si:24]([C:27]([CH3:30])([CH3:29])[CH3:28])([CH3:26])[CH3:25])[C@@H:12]([O:13][Si:14]([C:17]([CH3:20])([CH3:19])[CH3:18])([CH3:16])[CH3:15])[CH2:11]1)[CH:2]=[CH2:3].[Si]([N:41]=[N+:42]=[N-])(C)(C)C. (2) Given the product [CH3:13][O:12][C:6]1[CH:5]=[C:4]([C:2](=[O:3])/[CH:1]=[CH:29]/[C:28]2[C:27]([NH:26][C:18]3[CH:19]=[C:20]([O:24][CH3:25])[C:21]([O:22][CH3:23])=[C:16]([O:15][CH3:14])[CH:17]=3)=[N:34][CH:33]=[CH:32][CH:31]=2)[CH:9]=[CH:8][C:7]=1[O:10][CH3:11], predict the reactants needed to synthesize it. The reactants are: [CH3:1][C:2]([C:4]1[CH:9]=[CH:8][C:7]([O:10][CH3:11])=[C:6]([O:12][CH3:13])[CH:5]=1)=[O:3].[CH3:14][O:15][C:16]1[CH:17]=[C:18]([NH:26][C:27]2[N:34]=[CH:33][CH:32]=[CH:31][C:28]=2[CH:29]=O)[CH:19]=[C:20]([O:24][CH3:25])[C:21]=1[O:22][CH3:23].Cl. (3) Given the product [CH3:15][N:14]([CH3:16])[C:11]1([C:17]2[CH:18]=[N:19][CH:20]=[CH:21][CH:22]=2)[CH2:12][CH2:13][NH:8][CH2:9][CH2:10]1, predict the reactants needed to synthesize it. The reactants are: C([N:8]1[CH2:13][CH2:12][C:11]([C:17]2[CH:18]=[N:19][CH:20]=[CH:21][CH:22]=2)([N:14]([CH3:16])[CH3:15])[CH2:10][CH2:9]1)C1C=CC=CC=1.C(O)(=O)C.